Task: Predict the product of the given reaction.. Dataset: Forward reaction prediction with 1.9M reactions from USPTO patents (1976-2016) (1) Given the reactants [H-].[Na+].[CH3:3][C:4]1([CH3:22])[NH:8][C:7](=[O:9])[N:6]([C:10]2[CH:15]=[CH:14][C:13]([O:16][C:17]([F:20])([F:19])[F:18])=[CH:12][CH:11]=2)[C:5]1=[O:21].[CH2:23]([C:25]1[CH:30]=[C:29]([CH2:31]Br)[CH:28]=[CH:27][N:26]=1)[CH3:24].O.C(#N)C, predict the reaction product. The product is: [CH3:3][C:4]1([CH3:22])[N:8]([CH2:31][C:29]2[CH:28]=[CH:27][N:26]=[C:25]([CH2:23][CH3:24])[CH:30]=2)[C:7](=[O:9])[N:6]([C:10]2[CH:15]=[CH:14][C:13]([O:16][C:17]([F:20])([F:19])[F:18])=[CH:12][CH:11]=2)[C:5]1=[O:21]. (2) Given the reactants [O-:1][N+:2]1[C:7]2[CH:8]=[CH:9][CH:10]=[CH:11][C:6]=2[N:5]=[C:4]([NH:12][CH2:13][CH2:14][CH2:15][N:16]([CH2:24][CH2:25][CH2:26][NH:27][C:28](=[O:33])[C:29]([F:32])([F:31])[F:30])[C:17](=[O:23])[O:18][C:19]([CH3:22])([CH3:21])[CH3:20])[N:3]=1.[O-:34][N+]1C2C=CC=CC=2[N+]([O-])=C(NCCCCCCNC(C2C3C(=CC4C(N=3)=CC=CC=4)C=CC=2)=O)N=1.[O-][N+]1C2C=CC=CC=2[N+]([O-])=C(NCCCNC(=O)OC(C)(C)C)N=1, predict the reaction product. The product is: [O-:1][N+:2]1[C:7]2[CH:8]=[CH:9][CH:10]=[CH:11][C:6]=2[N+:5]([O-:34])=[C:4]([NH:12][CH2:13][CH2:14][CH2:15][N:16]([CH2:24][CH2:25][CH2:26][NH:27][C:28](=[O:33])[C:29]([F:30])([F:32])[F:31])[C:17](=[O:23])[O:18][C:19]([CH3:22])([CH3:20])[CH3:21])[N:3]=1. (3) Given the reactants [C:1]([O:5][C:6]([N:8]1[CH2:14][CH2:13][C:12]2[C:15]([S:20][CH2:21][C:22]3[CH:27]=[CH:26][C:25]([CH2:28][OH:29])=[CH:24][CH:23]=3)=[C:16]([Cl:19])[CH:17]=[CH:18][C:11]=2[CH2:10][CH2:9]1)=[O:7])([CH3:4])([CH3:3])[CH3:2].[H-].[Na+].[CH3:32]I, predict the reaction product. The product is: [C:1]([O:5][C:6]([N:8]1[CH2:14][CH2:13][C:12]2[C:15]([S:20][CH2:21][C:22]3[CH:23]=[CH:24][C:25]([CH2:28][O:29][CH3:32])=[CH:26][CH:27]=3)=[C:16]([Cl:19])[CH:17]=[CH:18][C:11]=2[CH2:10][CH2:9]1)=[O:7])([CH3:4])([CH3:2])[CH3:3]. (4) Given the reactants [CH2:1]([NH:4][C:5]([NH2:7])=[O:6])[CH2:2][CH3:3].[C:8](CC(OCC)=O)#[N:9].[O-:16][CH2:17][CH3:18].[Na+], predict the reaction product. The product is: [NH2:9][C:8]1[N:4]([CH2:1][CH2:2][CH3:3])[C:5](=[O:6])[NH:7][C:17](=[O:16])[CH:18]=1. (5) Given the reactants [N+:1]([C:4]1[S:5][CH:6]=[CH:7][CH:8]=1)([O-])=O.Cl.[Sn].CCO[CH:14](OCC)[CH2:15][CH:16](OCC)OCC.N.O, predict the reaction product. The product is: [S:5]1[C:4]2=[N:1][CH:14]=[CH:15][CH:16]=[C:8]2[CH:7]=[CH:6]1. (6) Given the reactants C([N:8]1[CH2:14][C:13]2[N:15]=[CH:16][C:17]([N:19]3[CH2:24][CH2:23][O:22][CH2:21][CH2:20]3)=[N:18][C:12]=2[O:11][C@@H:10]([CH3:25])[CH2:9]1)C1C=CC=CC=1, predict the reaction product. The product is: [CH3:25][C@H:10]1[CH2:9][NH:8][CH2:14][C:13]2[N:15]=[CH:16][C:17]([N:19]3[CH2:24][CH2:23][O:22][CH2:21][CH2:20]3)=[N:18][C:12]=2[O:11]1. (7) Given the reactants [OH-].[Na+].[OH:3][C:4]1[C:9]([NH:10][C:11](=[O:13])[CH3:12])=[C:8]([OH:14])[N:7]=[C:6]([SH:15])[N:5]=1.Br[CH2:17][CH2:18][CH3:19].Cl, predict the reaction product. The product is: [OH:14][C:8]1[C:9]([NH:10][C:11](=[O:13])[CH3:12])=[C:4]([OH:3])[N:5]=[C:6]([S:15][CH2:17][CH2:18][CH3:19])[N:7]=1. (8) Given the reactants [H-].[Na+].[CH3:3][C:4]1[CH:19]=[CH:18][CH:17]=[C:16]([CH3:20])[C:5]=1[O:6][C:7]1[NH:11][C:10]2[CH:12]=[CH:13][CH:14]=[CH:15][C:9]=2[N:8]=1.[Cl:21][C:22]1[N:27]=[C:26](Cl)[CH:25]=[CH:24][N:23]=1.[Cl-].[NH4+], predict the reaction product. The product is: [Cl:21][C:22]1[N:27]=[C:26]([N:11]2[C:10]3[CH:12]=[CH:13][CH:14]=[CH:15][C:9]=3[N:8]=[C:7]2[O:6][C:5]2[C:16]([CH3:20])=[CH:17][CH:18]=[CH:19][C:4]=2[CH3:3])[CH:25]=[CH:24][N:23]=1.